Dataset: Catalyst prediction with 721,799 reactions and 888 catalyst types from USPTO. Task: Predict which catalyst facilitates the given reaction. (1) Product: [NH2:13][C:11]([C:9]1[CH:10]=[C:2]([C:20]2[CH:21]=[CH:22][C:17]([C:14]([OH:16])=[O:15])=[CH:18][CH:19]=2)[CH:3]=[C:4]2[C:8]=1[NH:7][CH:6]=[CH:5]2)=[O:12]. Reactant: Br[C:2]1[CH:3]=[C:4]2[C:8](=[C:9]([C:11]([NH2:13])=[O:12])[CH:10]=1)[NH:7][CH:6]=[CH:5]2.[C:14]([C:17]1[CH:22]=[CH:21][C:20](B(O)O)=[CH:19][CH:18]=1)([OH:16])=[O:15].P([O-])([O-])([O-])=O.[K+].[K+].[K+].CO. The catalyst class is: 38. (2) Reactant: [CH2:1]([O:3][C:4](=[O:16])[C:5]1[CH:10]=[C:9]([N+:11]([O-:13])=[O:12])[C:8](F)=[CH:7][C:6]=1[F:15])[CH3:2].[NH3:17]. Product: [NH2:17][C:8]1[C:9]([N+:11]([O-:13])=[O:12])=[CH:10][C:5]([C:4]([O:3][CH2:1][CH3:2])=[O:16])=[C:6]([F:15])[CH:7]=1. The catalyst class is: 1. (3) Reactant: [F:1][C:2]1[CH:7]=[C:6](C=O)[CH:5]=[C:4]([F:10])[C:3]=1[C:11]1[N:16]=[C:15]([C:17]([NH:19][C:20]2[CH:21]=[N:22][CH:23]=[CH:24][C:25]=2[C@@H:26]2[CH2:31][C@H:30]([CH3:32])[CH2:29][C@H:28]([NH:33][C:34](=[O:40])[O:35][C:36]([CH3:39])([CH3:38])[CH3:37])[CH2:27]2)=[O:18])[CH:14]=[CH:13][C:12]=1[F:41].C([O-])([O-])=O.[K+].[K+].[CH2:48]([O:50]S(OCC)(=O)=O)[CH3:49]. Product: [CH2:48]([O:50][C:6]1[CH:5]=[C:4]([F:10])[C:3]([C:11]2[N:16]=[C:15]([C:17]([NH:19][C:20]3[CH:21]=[N:22][CH:23]=[CH:24][C:25]=3[C@@H:26]3[CH2:31][C@H:30]([CH3:32])[CH2:29][C@H:28]([NH:33][C:34](=[O:40])[O:35][C:36]([CH3:37])([CH3:38])[CH3:39])[CH2:27]3)=[O:18])[CH:14]=[CH:13][C:12]=2[F:41])=[C:2]([F:1])[CH:7]=1)[CH3:49]. The catalyst class is: 31. (4) Reactant: [NH2:1][C:2]1[CH:3]=[CH:4][C:5]2[O:9][C:8]([CH:10]([NH:17][C:18]3[CH:23]=[CH:22][C:21]([C:24]([N:26]([CH3:34])[CH2:27][CH2:28][C:29]([O:31][CH2:32][CH3:33])=[O:30])=[O:25])=[CH:20][CH:19]=3)[CH:11]3[CH2:16][CH2:15][CH2:14][CH2:13][CH2:12]3)=[C:7]([CH3:35])[C:6]=2[CH:36]=1.C(N(CC)CC)C.[C:44](OC(=O)C)(=[O:46])[CH3:45].C(=O)([O-])O.[Na+]. Product: [C:44]([NH:1][C:2]1[CH:3]=[CH:4][C:5]2[O:9][C:8]([CH:10]([NH:17][C:18]3[CH:23]=[CH:22][C:21]([C:24]([N:26]([CH3:34])[CH2:27][CH2:28][C:29]([O:31][CH2:32][CH3:33])=[O:30])=[O:25])=[CH:20][CH:19]=3)[CH:11]3[CH2:12][CH2:13][CH2:14][CH2:15][CH2:16]3)=[C:7]([CH3:35])[C:6]=2[CH:36]=1)(=[O:46])[CH3:45]. The catalyst class is: 7. (5) Reactant: [CH3:1][N:2]1[C:6]([CH:7]=[O:8])=[CH:5][N:4]=[C:3]1[CH3:9].C(=O)([O-])[O-].[K+].[K+].[F:16][C:17]([Si](C)(C)C)([F:19])[F:18]. Product: [CH3:1][N:2]1[C:6]([CH:7]([OH:8])[C:17]([F:19])([F:18])[F:16])=[CH:5][N:4]=[C:3]1[CH3:9]. The catalyst class is: 9. (6) Reactant: [CH3:1][N:2]1[C:7](=[O:8])[CH:6]=[CH:5][NH:4][C:3]1=[O:9].[H-].[Na+].[I:12][C:13]1[CH:18]=[CH:17][C:16]([CH2:19][CH2:20][CH:21]([O:37][CH2:38][C:39]2[CH:44]=[CH:43][C:42]([O:45][CH3:46])=[CH:41][CH:40]=2)[CH:22]([CH2:30][CH2:31]OS(C)(=O)=O)[C:23]([O:25][C:26]([CH3:29])([CH3:28])[CH3:27])=[O:24])=[CH:15][CH:14]=1. Product: [I:12][C:13]1[CH:14]=[CH:15][C:16]([CH2:19][CH2:20][CH:21]([O:37][CH2:38][C:39]2[CH:40]=[CH:41][C:42]([O:45][CH3:46])=[CH:43][CH:44]=2)[CH:22]([CH2:30][CH2:31][N:4]2[CH:5]=[CH:6][C:7](=[O:8])[N:2]([CH3:1])[C:3]2=[O:9])[C:23]([O:25][C:26]([CH3:29])([CH3:28])[CH3:27])=[O:24])=[CH:17][CH:18]=1. The catalyst class is: 9. (7) Reactant: [C:1](Cl)(=[O:4])[CH:2]=[CH2:3].[C:6]([O:10][C:11]([O:13][NH:14][C:15](=[O:21])[O:16][C:17]([CH3:20])([CH3:19])[CH3:18])=[O:12])([CH3:9])([CH3:8])[CH3:7].C(N(CC)CC)C. Product: [C:17]([O:16][C:15]([N:14]([O:13][C:11]([O:10][C:6]([CH3:9])([CH3:8])[CH3:7])=[O:12])[C:1](=[O:4])[CH:2]=[CH2:3])=[O:21])([CH3:20])([CH3:19])[CH3:18]. The catalyst class is: 4. (8) The catalyst class is: 1. Reactant: [F:1][C:2]([F:16])([F:15])[C:3]1[CH:4]=[C:5]([CH:9]2[S:14][CH2:13][CH2:12][CH2:11][S:10]2)[CH:6]=[CH:7][CH:8]=1.[Li]CCCC.[F:22][CH:23]([F:34])[O:24][C:25]1[CH:32]=[CH:31][C:28]([CH:29]=[O:30])=[CH:27][C:26]=1[CH3:33]. Product: [F:22][CH:23]([F:34])[O:24][C:25]1[CH:32]=[CH:31][C:28]([CH:29]([C:9]2([C:5]3[CH:6]=[CH:7][CH:8]=[C:3]([C:2]([F:1])([F:15])[F:16])[CH:4]=3)[S:10][CH2:11][CH2:12][CH2:13][S:14]2)[OH:30])=[CH:27][C:26]=1[CH3:33]. (9) Reactant: [Cl:1][C:2]1[C:3]([OH:20])=[C:4]([CH2:14][CH2:15][C:16]([O:18]C)=[O:17])[CH:5]=[C:6]2[C:11]=1[O:10][C:9](=[O:12])[CH:8]=[C:7]2[CH3:13].Cl. Product: [Cl:1][C:2]1[C:3]([OH:20])=[C:4]([CH2:14][CH2:15][C:16]([OH:18])=[O:17])[CH:5]=[C:6]2[C:11]=1[O:10][C:9](=[O:12])[CH:8]=[C:7]2[CH3:13]. The catalyst class is: 74.